Dataset: Reaction yield outcomes from USPTO patents with 853,638 reactions. Task: Predict the reaction yield, written as a fraction of the theoretical maximum amount of product (1.0 means a 100% yield; for example, 0.34 means a 34% yield). (1) The reactants are [CH:1]1([C:7]2[C:15]3[C:10](=[CH:11][C:12]([C:16]([O:18][CH3:19])=[O:17])=[CH:13][CH:14]=3)[N:9]([CH2:20][CH2:21][OH:22])[C:8]=2[C:23]2[CH:28]=[CH:27][C:26]([OH:29])=[CH:25][C:24]=2O)[CH2:6][CH2:5][CH2:4][CH2:3][CH2:2]1.C1(P(C2C=CC=CC=2)C2C=CC=CC=2)C=CC=CC=1.N(C(OCC)=O)=NC(OCC)=O. The catalyst is O1CCCC1. The product is [CH:1]1([C:7]2[C:15]3[CH:14]=[CH:13][C:12]([C:16]([O:18][CH3:19])=[O:17])=[CH:11][C:10]=3[N:9]3[C:8]=2[C:23]2[CH:24]=[CH:25][C:26]([OH:29])=[CH:27][C:28]=2[O:22][CH2:21][CH2:20]3)[CH2:2][CH2:3][CH2:4][CH2:5][CH2:6]1. The yield is 0.660. (2) The reactants are [S:1]1[CH:5]=[CH:4][N:3]=[CH:2]1.C([O-])(=O)C.[K+].[F:11][C:12]1[CH:17]=[CH:16][C:15](I)=[CH:14][CH:13]=1. The catalyst is CC(N(C)C)=O.O.[OH-].[Pd+2].[OH-]. The product is [F:11][C:12]1[CH:17]=[CH:16][C:15]([C:5]2[S:1][CH:2]=[N:3][CH:4]=2)=[CH:14][CH:13]=1. The yield is 0.220. (3) The catalyst is CN(C1C=CN=CC=1)C.ClCCl. The product is [O:1]=[C:2]([C:6]1[CH:11]=[CH:10][CH:9]=[CH:8][CH:7]=1)[C:3]([O:5][CH2:43][CH2:42][O:41][C:38](=[O:40])[C:39](=[O:14])[C:25]1[CH:26]=[CH:27][CH:28]=[CH:29][CH:30]=1)=[O:4]. The yield is 0.890. The reactants are [O:1]=[C:2]([C:6]1[CH:11]=[CH:10][CH:9]=[CH:8][CH:7]=1)[C:3]([OH:5])=[O:4].C(O)C[OH:14].[CH2:25]1[CH2:30][CH2:29][CH:28](N=C=N[CH:25]2[CH2:30][CH2:29][CH2:28][CH2:27][CH2:26]2)[CH2:27][CH2:26]1.CCCCCCC.[C:38]([O:41][CH2:42][CH3:43])(=[O:40])[CH3:39]. (4) The reactants are O[C:2]1([C:16]2[C:24]([OH:25])=[CH:23][C:19]3[O:20][CH2:21][O:22][C:18]=3[CH:17]=2)[C:6](=[O:7])[N:5]([CH2:8][CH2:9][CH2:10][CH2:11][CH3:12])[C:4]2[CH:13]=[CH:14][S:15][C:3]1=2.FC(F)(F)C(O)=O.C([SiH](CC)CC)C. The catalyst is C(Cl)Cl. The product is [OH:25][C:24]1[C:16]([CH:2]2[C:6](=[O:7])[N:5]([CH2:8][CH2:9][CH2:10][CH2:11][CH3:12])[C:4]3[CH:13]=[CH:14][S:15][C:3]2=3)=[CH:17][C:18]2[O:22][CH2:21][O:20][C:19]=2[CH:23]=1. The yield is 0.490. (5) The catalyst is C(O)(=O)C.C(OCC)(=O)C. The product is [F:4][C:5]1[CH:10]=[CH:9][CH:8]=[C:7]([F:11])[C:6]=1[C:12]1[NH:13][C:14]([C:23]2[CH:28]=[CH:27][C:26]([NH2:29])=[C:25]([NH:32][CH2:33][C:34]3[CH:35]=[CH:36][CH:37]=[CH:38][CH:39]=3)[CH:24]=2)=[C:15]([C:17]2[CH:18]=[CH:19][CH:20]=[CH:21][CH:22]=2)[N:16]=1. The reactants are [Sn](Cl)Cl.[F:4][C:5]1[CH:10]=[CH:9][CH:8]=[C:7]([F:11])[C:6]=1[C:12]1[NH:13][C:14]([C:23]2[CH:28]=[CH:27][C:26]([N+:29]([O-])=O)=[C:25]([NH:32][CH2:33][C:34]3[CH:39]=[CH:38][CH:37]=[CH:36][CH:35]=3)[CH:24]=2)=[C:15]([C:17]2[CH:22]=[CH:21][CH:20]=[CH:19][CH:18]=2)[N:16]=1. The yield is 0.590. (6) The yield is 0.670. The product is [CH2:19]([CH:26]1[CH2:31][CH2:30][N:29]([C:15]([C:12]2[S:13][CH:14]=[C:10]([C:4]3[CH:5]=[C:6]([Br:9])[C:7]([OH:8])=[C:2]([Br:1])[C:3]=3[OH:18])[N:11]=2)=[O:17])[CH2:28][CH2:27]1)[C:20]1[CH:25]=[CH:24][CH:23]=[CH:22][CH:21]=1. The reactants are [Br:1][C:2]1[C:3]([OH:18])=[C:4]([C:10]2[N:11]=[C:12]([C:15]([OH:17])=O)[S:13][CH:14]=2)[CH:5]=[C:6]([Br:9])[C:7]=1[OH:8].[CH2:19]([CH:26]1[CH2:31][CH2:30][NH:29][CH2:28][CH2:27]1)[C:20]1[CH:25]=[CH:24][CH:23]=[CH:22][CH:21]=1.ON1C2C=CC=CC=2N=N1.C(N(CC)C(C)C)(C)C. The catalyst is CN(C)C=O.